Dataset: Reaction yield outcomes from USPTO patents with 853,638 reactions. Task: Predict the reaction yield, written as a fraction of the theoretical maximum amount of product (1.0 means a 100% yield; for example, 0.34 means a 34% yield). (1) The reactants are [CH3:1][C:2]1[N:6]([CH:7]2[CH2:12][CH2:11][O:10][CH2:9][CH2:8]2)[C:5]2[CH:13]=[CH:14][C:15]([C:17]3[O:18][C:19]4[CH:25]=[C:24]([N+:26]([O-])=O)[CH:23]=[CH:22][C:20]=4[N:21]=3)=[CH:16][C:4]=2[N:3]=1.[H][H]. The catalyst is [Pd].CO. The product is [CH3:1][C:2]1[N:6]([CH:7]2[CH2:8][CH2:9][O:10][CH2:11][CH2:12]2)[C:5]2[CH:13]=[CH:14][C:15]([C:17]3[O:18][C:19]4[CH:25]=[C:24]([NH2:26])[CH:23]=[CH:22][C:20]=4[N:21]=3)=[CH:16][C:4]=2[N:3]=1. The yield is 0.402. (2) The reactants are [Cl:1][C:2]1[CH:3]=[C:4]([CH:9]([N:23]2C(=O)C3C(=CC=CC=3)C2=O)[C:10]2([F:22])[CH2:14][CH2:13][N:12]([C:15]([O:17][C:18]([CH3:21])([CH3:20])[CH3:19])=[O:16])[CH2:11]2)[CH:5]=[CH:6][C:7]=1[F:8].C1COCC1.O.NN. The catalyst is CO. The product is [NH2:23][CH:9]([C:4]1[CH:5]=[CH:6][C:7]([F:8])=[C:2]([Cl:1])[CH:3]=1)[C:10]1([F:22])[CH2:14][CH2:13][N:12]([C:15]([O:17][C:18]([CH3:21])([CH3:20])[CH3:19])=[O:16])[CH2:11]1. The yield is 0.923.